This data is from Forward reaction prediction with 1.9M reactions from USPTO patents (1976-2016). The task is: Predict the product of the given reaction. (1) Given the reactants [CH:1]([N:14]1[CH2:17][CH:16]([C:18]([OH:20])=O)[CH2:15]1)([C:8]1[CH:13]=[CH:12][CH:11]=[CH:10][CH:9]=1)[C:2]1[CH:7]=[CH:6][CH:5]=[CH:4][CH:3]=1.S(Cl)([Cl:23])=O, predict the reaction product. The product is: [ClH:23].[CH:1]([N:14]1[CH2:17][CH:16]([C:18]([Cl:23])=[O:20])[CH2:15]1)([C:8]1[CH:13]=[CH:12][CH:11]=[CH:10][CH:9]=1)[C:2]1[CH:7]=[CH:6][CH:5]=[CH:4][CH:3]=1. (2) The product is: [NH2:58][C:59]1[C:60]([C:61](=[O:62])[NH2:63])=[CH:64][CH:65]=[CH:66][C:67]=1[NH:68][C:18]([CH:17]1[CH2:16][C:15]2[C:10](=[CH:11][C:12]([NH:21][C:22]([O:24][C:25]([CH3:26])([CH3:28])[CH3:27])=[O:23])=[CH:13][CH:14]=2)[CH2:9][N:8]1[C:6]([O:5][C:1]([CH3:3])([CH3:2])[CH3:4])=[O:7])=[O:19]. Given the reactants [C:1]([O:5][C:6]([N:8]1[CH:17]([C:18](O)=[O:19])[CH2:16][C:15]2[C:10](=[CH:11][C:12]([NH:21][C:22]([O:24][C:25]([CH3:28])([CH3:27])[CH3:26])=[O:23])=[CH:13][CH:14]=2)[CH2:9]1)=[O:7])([CH3:4])([CH3:3])[CH3:2].CCN=C=NCCCN(C)C.Cl.C1C=NC2N(O)N=NC=2C=1.C(N(CC)CC)C.[NH2:58][C:59]1[C:67]([NH2:68])=[CH:66][CH:65]=[CH:64][C:60]=1[C:61]([NH2:63])=[O:62], predict the reaction product. (3) The product is: [F:15][C:16]1[N:21]=[C:20]([C:22]2[NH:6][C:4](=[O:5])[C:3]3[C:2](=[CH:10][C:9]([O:11][CH3:12])=[CH:8][C:7]=3[O:13][CH3:14])[N:1]=2)[CH:19]=[CH:18][CH:17]=1. Given the reactants [NH2:1][C:2]1[CH:10]=[C:9]([O:11][CH3:12])[CH:8]=[C:7]([O:13][CH3:14])[C:3]=1[C:4]([NH2:6])=[O:5].[F:15][C:16]1[N:21]=[C:20]([CH:22]=O)[CH:19]=[CH:18][CH:17]=1.OS([O-])=O.[Na+].O.C1(C)C=CC(S(O)(=O)=O)=CC=1, predict the reaction product. (4) Given the reactants Cl[C:2]1[N:7]=[N:6][C:5]([C:8]2[CH:13]=[CH:12][CH:11]=[CH:10][CH:9]=2)=[C:4]([N:14]2[CH2:19][CH2:18][N:17]([C:20]([C:22]3[CH:27]=[CH:26][CH:25]=[CH:24][CH:23]=3)=[O:21])[CH2:16][CH2:15]2)[CH:3]=1, predict the reaction product. The product is: [C:22]1([C:20]([N:17]2[CH2:18][CH2:19][N:14]([C:4]3[CH:3]=[CH:2][N:7]=[N:6][C:5]=3[C:8]3[CH:13]=[CH:12][CH:11]=[CH:10][CH:9]=3)[CH2:15][CH2:16]2)=[O:21])[CH:23]=[CH:24][CH:25]=[CH:26][CH:27]=1. (5) Given the reactants [Cl:1][C:2]1[CH:18]=[C:17]([Cl:19])[CH:16]=[CH:15][C:3]=1[CH2:4][NH:5][C:6](=[O:14])[C:7]1[CH:12]=[CH:11][N:10]=[C:9]([OH:13])[CH:8]=1.[CH2:20](I)[CH3:21].C(=O)([O-])[O-].[K+].[K+], predict the reaction product. The product is: [Cl:1][C:2]1[CH:18]=[C:17]([Cl:19])[CH:16]=[CH:15][C:3]=1[CH2:4][NH:5][C:6]([C:7]1[CH:12]=[CH:11][N:10]([CH2:20][CH3:21])[C:9](=[O:13])[CH:8]=1)=[O:14]. (6) Given the reactants [C:1]([O:4][C:5]1[CH:10]=[CH:9][C:8]([C:11](Cl)=[O:12])=[CH:7][CH:6]=1)(=[O:3])[CH3:2].C(N(CC)CC)C.[CH3:21][O:22][CH:23]([O:26][CH3:27])[CH2:24][NH2:25], predict the reaction product. The product is: [C:1]([O:4][C:5]1[CH:10]=[CH:9][C:8]([C:11](=[O:12])[NH:25][CH2:24][CH:23]([O:26][CH3:27])[O:22][CH3:21])=[CH:7][CH:6]=1)(=[O:3])[CH3:2]. (7) Given the reactants [F:1][C:2]([F:18])([F:17])[C:3]1[CH:8]=[CH:7][C:6]([C:9]2[CH:16]=[CH:15][C:12]([CH:13]=O)=[CH:11][CH:10]=2)=[CH:5][CH:4]=1.[CH2:19]([N:21]([CH2:25][CH3:26])[CH2:22][CH2:23][NH2:24])[CH3:20].[BH4-].[Na+].[H][H], predict the reaction product. The product is: [CH2:19]([N:21]([CH2:25][CH3:26])[CH2:22][CH2:23][NH:24][CH2:13][C:12]1[CH:15]=[CH:16][C:9]([C:6]2[CH:7]=[CH:8][C:3]([C:2]([F:18])([F:17])[F:1])=[CH:4][CH:5]=2)=[CH:10][CH:11]=1)[CH3:20]. (8) The product is: [CH3:30][O:37][C:35]1[C:15]2[N:16]([CH3:25])[C:17]3[C:22](=[CH:21][C:20]([NH:24][C:41](=[O:42])[CH3:40])=[CH:19][CH:18]=3)[C:23]=2[C:11]([C:9]([NH2:8])=[O:10])=[CH:12][CH:36]=1. Given the reactants ClC1C=NC=C(Cl)C=1[NH:8][C:9]([C:11]1[C:23]2[C:22]3[C:17](=[CH:18][CH:19]=[C:20]([NH2:24])[CH:21]=3)[N:16]([CH3:25])[C:15]=2C(OC)=C[CH:12]=1)=[O:10].N1C=CC=C[CH:30]=1.[C:35](Cl)(=[O:37])[CH3:36].C1C[O:42][CH2:41][CH2:40]1, predict the reaction product.